Task: Predict the reactants needed to synthesize the given product.. Dataset: Full USPTO retrosynthesis dataset with 1.9M reactions from patents (1976-2016) (1) Given the product [OH:1][CH:2]1[CH2:7][CH:6]2[N:8]([C:9]([O:11][C:12]([CH3:15])([CH3:14])[CH3:13])=[O:10])[CH:3]1[CH2:4][CH2:5]2, predict the reactants needed to synthesize it. The reactants are: [O:1]=[C:2]1[CH2:7][CH:6]2[N:8]([C:9]([O:11][C:12]([CH3:15])([CH3:14])[CH3:13])=[O:10])[CH:3]1[CH2:4][CH2:5]2.[BH4-].[Na+]. (2) Given the product [CH3:7][O:8][C:9]1[CH:18]=[CH:17][CH:16]=[C:15]2[C:10]=1[CH:11]=[CH:12][CH:13]=[C:14]2[CH2:19][NH2:20], predict the reactants needed to synthesize it. The reactants are: [H-].[H-].[H-].[H-].[Li+].[Al+3].[CH3:7][O:8][C:9]1[CH:18]=[CH:17][CH:16]=[C:15]2[C:10]=1[CH:11]=[CH:12][CH:13]=[C:14]2[C:19]#[N:20].O.[OH-].[Na+].